From a dataset of HIV replication inhibition screening data with 41,000+ compounds from the AIDS Antiviral Screen. Binary Classification. Given a drug SMILES string, predict its activity (active/inactive) in a high-throughput screening assay against a specified biological target. (1) The drug is CCOP(=O)(CCn1cnc2c(N)ncnc21)OCC. The result is 0 (inactive). (2) The molecule is O=C(O)C1(Cl)C2(Cl)C(Cl)=CC3(Cl)C(Cl)(C(=O)O)C2(Cl)C31Cl. The result is 0 (inactive). (3) The molecule is O=C(CCC(NC(=O)OCc1ccccc1)C(=O)OCc1ccccc1)Nc1cccc(OCc2ccccc2)c1. The result is 0 (inactive). (4) The molecule is N=C1OC(CN2CCN(c3ccccc3)CC2)CN1C(=S)Nc1ccccc1. The result is 0 (inactive). (5) The result is 0 (inactive). The molecule is Cn1c(=O)nc2n(-c3ccc(F)c(F)c3)c3ccccc3nc-2c1=O.